From a dataset of Forward reaction prediction with 1.9M reactions from USPTO patents (1976-2016). Predict the product of the given reaction. (1) Given the reactants [Cl:1][C:2]1[CH:7]=[C:6]([Cl:8])[CH:5]=[CH:4][C:3]=1[CH:9]([NH2:16])[C:10]1[CH:15]=[CH:14][CH:13]=[CH:12][CH:11]=1.[C:17](O)(=[O:28])[CH2:18][NH:19][C:20]([C:22]1[CH:27]=[CH:26][CH:25]=[CH:24][CH:23]=1)=[O:21], predict the reaction product. The product is: [Cl:1][C:2]1[CH:7]=[C:6]([Cl:8])[CH:5]=[CH:4][C:3]=1[CH:9]([NH:16][C:17]([CH2:18][NH:19][C:20](=[O:21])[C:22]1[CH:27]=[CH:26][CH:25]=[CH:24][CH:23]=1)=[O:28])[C:10]1[CH:15]=[CH:14][CH:13]=[CH:12][CH:11]=1. (2) Given the reactants [C:1](OC(=O)C)(=[O:3])[CH3:2].[ClH:8].[CH3:9][O:10][C:11]1[CH:33]=[CH:32][C:14]2[N:15]=[C:16]([N:18]3[CH2:23][CH2:22][NH:21][CH2:20][CH:19]3[CH2:24][O:25][C:26]3[CH:27]=[N:28][CH:29]=[CH:30][CH:31]=3)[S:17][C:13]=2[CH:12]=1, predict the reaction product. The product is: [ClH:8].[ClH:8].[CH3:9][O:10][C:11]1[CH:33]=[CH:32][C:14]2[N:15]=[C:16]([N:18]3[CH2:23][CH2:22][N:21]([C:1](=[O:3])[CH3:2])[CH2:20][CH:19]3[CH2:24][O:25][C:26]3[CH:27]=[N:28][CH:29]=[CH:30][CH:31]=3)[S:17][C:13]=2[CH:12]=1. (3) Given the reactants [CH2:1]([N:8]1[CH2:13][CH2:12][O:11][C:10](=[O:14])[C@@H:9]1[C:15]1[CH:20]=[CH:19][CH:18]=[CH:17][CH:16]=1)[C:2]1[CH:7]=[CH:6][CH:5]=[CH:4][CH:3]=1.C([BH-](C(CC)C)C(CC)C)(CC)C.[Li+].[F:35][C:36]([F:50])([F:49])[C:37]1[CH:38]=[C:39]([CH:42]=[C:43]([C:45]([F:48])([F:47])[F:46])[CH:44]=1)[CH2:40]O.C(=O)(O)[O-].[Na+], predict the reaction product. The product is: [CH2:1]([N:8]1[CH2:13][CH2:12][O:11][C@H:10]([O:14][CH2:40][C:39]2[CH:42]=[C:43]([C:45]([F:47])([F:48])[F:46])[CH:44]=[C:37]([C:36]([F:35])([F:49])[F:50])[CH:38]=2)[C@@H:9]1[C:15]1[CH:20]=[CH:19][CH:18]=[CH:17][CH:16]=1)[C:2]1[CH:3]=[CH:4][CH:5]=[CH:6][CH:7]=1. (4) Given the reactants [NH2:1][C:2]1[CH:11]=[CH:10][C:5]([C:6]([O:8][CH3:9])=[O:7])=[C:4]([F:12])[CH:3]=1.[Br:13]N1C(=O)CCC1=O, predict the reaction product. The product is: [NH2:1][C:2]1[C:11]([Br:13])=[CH:10][C:5]([C:6]([O:8][CH3:9])=[O:7])=[C:4]([F:12])[CH:3]=1.